This data is from Reaction yield outcomes from USPTO patents with 853,638 reactions. The task is: Predict the reaction yield, written as a fraction of the theoretical maximum amount of product (1.0 means a 100% yield; for example, 0.34 means a 34% yield). (1) The reactants are [C:1]1([CH3:26])[CH:6]=[CH:5][C:4]([N:7]2[C:11]([NH:12][C:13](=[O:21])OC3C=CC=CC=3)=[CH:10][C:9]([C:22]([F:25])([F:24])[F:23])=[N:8]2)=[CH:3][CH:2]=1.[CH3:27][O:28][C:29]1[CH:30]=[C:31]2[C:36](=[CH:37][C:38]=1[O:39][CH2:40][CH2:41][O:42][CH3:43])[N:35]=[CH:34][N:33]=[C:32]2[S:44][C:45]1[CH:46]=[C:47]([CH:49]=[CH:50][CH:51]=1)[NH2:48]. The catalyst is CN(C)C1C=CN=CC=1.C1COCC1. The product is [CH3:27][O:28][C:29]1[CH:30]=[C:31]2[C:36](=[CH:37][C:38]=1[O:39][CH2:40][CH2:41][O:42][CH3:43])[N:35]=[CH:34][N:33]=[C:32]2[S:44][C:45]1[CH:46]=[C:47]([NH:48][C:13]([NH:12][C:11]2[N:7]([C:4]3[CH:3]=[CH:2][C:1]([CH3:26])=[CH:6][CH:5]=3)[N:8]=[C:9]([C:22]([F:23])([F:24])[F:25])[CH:10]=2)=[O:21])[CH:49]=[CH:50][CH:51]=1. The yield is 0.710. (2) The reactants are [NH2:1][C:2]1[C:11]2[C:6](=[CH:7][CH:8]=[CH:9][CH:10]=2)[C:5](=[O:12])[NH:4][N:3]=1.O[CH2:14][C:15]([C:17]1[CH:21]=[C:20]([CH3:22])[O:19][N:18]=1)=O.FC(F)(F)C(O)=O. The catalyst is C1(C)C=CC=CC=1. The product is [CH3:22][C:20]1[O:19][N:18]=[C:17]([C:15]2[N:3]3[NH:4][C:5](=[O:12])[C:6]4[C:11]([C:2]3=[N:1][CH:14]=2)=[CH:10][CH:9]=[CH:8][CH:7]=4)[CH:21]=1. The yield is 0.430.